This data is from Forward reaction prediction with 1.9M reactions from USPTO patents (1976-2016). The task is: Predict the product of the given reaction. (1) Given the reactants [F:1][C:2]1[CH:3]=[CH:4][C:5]2[C:6]3[C:11]([CH:12]([CH3:27])[N:13]([S:16]([C:19]4[CH:24]=[CH:23][CH:22]=[C:21]([O:25]C)[CH:20]=4)(=[O:18])=[O:17])[C:14]=2[CH:15]=1)=[CH:10][CH:9]=[C:8]([F:28])[CH:7]=3.C1CCCCC=1.B(Br)(Br)Br, predict the reaction product. The product is: [F:1][C:2]1[CH:3]=[CH:4][C:5]2[C:6]3[C:11]([CH:12]([CH3:27])[N:13]([S:16]([C:19]4[CH:20]=[C:21]([OH:25])[CH:22]=[CH:23][CH:24]=4)(=[O:18])=[O:17])[C:14]=2[CH:15]=1)=[CH:10][CH:9]=[C:8]([F:28])[CH:7]=3. (2) The product is: [C:18]([NH:17][CH:4]1[CH2:3][C:2]([CH3:21])([CH3:1])[C:8]2[CH:9]=[CH:10][C:11]([NH:13][C:23]3[N:28]=[C:27]([NH:29][C:30]4[C:39]([F:40])=[CH:38][CH:37]=[CH:36][C:31]=4[C:32]([NH:34][CH3:35])=[O:33])[C:26]([Cl:41])=[CH:25][N:24]=3)=[CH:12][C:7]=2[NH:6][C:5]1=[O:16])(=[O:20])[CH3:19]. Given the reactants [CH3:1][C:2]1([CH3:21])[C:8]2[CH:9]=[CH:10][C:11]([N+:13]([O-])=O)=[CH:12][C:7]=2[NH:6][C:5](=[O:16])[CH:4]([NH:17][C:18](=[O:20])[CH3:19])[CH2:3]1.Cl[C:23]1[N:28]=[C:27]([NH:29][C:30]2[C:39]([F:40])=[CH:38][CH:37]=[CH:36][C:31]=2[C:32]([NH:34][CH3:35])=[O:33])[C:26]([Cl:41])=[CH:25][N:24]=1, predict the reaction product. (3) Given the reactants [N:1]([C@H:4]([C@H:25]1[O:29][C:28](=[O:30])[C@H:27]([CH:31]([CH3:33])[CH3:32])[CH2:26]1)[CH2:5][C@H:6]([CH2:10][C:11]1[CH:16]=[CH:15][C:14]([O:17][CH3:18])=[C:13]([O:19][CH2:20][CH2:21][CH2:22][O:23][CH3:24])[CH:12]=1)[CH:7]([CH3:9])[CH3:8])=[N+:2]=[N-:3].[NH2:34][C:35]1[CH:40]=[CH:39][CH:38]=[CH:37][CH:36]=1, predict the reaction product. The product is: [C:35]1([NH:34][C:28](=[O:30])[C@H:27]([CH:31]([CH3:33])[CH3:32])[CH2:26][C@H:25]([OH:29])[C@@H:4]([N:1]=[N+:2]=[N-:3])[CH2:5][C@H:6]([CH2:10][C:11]2[CH:16]=[CH:15][C:14]([O:17][CH3:18])=[C:13]([O:19][CH2:20][CH2:21][CH2:22][O:23][CH3:24])[CH:12]=2)[CH:7]([CH3:9])[CH3:8])[CH:40]=[CH:39][CH:38]=[CH:37][CH:36]=1. (4) Given the reactants [CH3:1][CH:2]([S:4]([NH:7][C:8]1[CH:9]=[C:10]([CH:41]=[CH:42][CH:43]=1)[CH2:11][N:12]([CH2:20][CH2:21][N:22]1[CH:31]([CH2:32][C:33]2[CH:38]=[CH:37][C:36]([F:39])=[CH:35][CH:34]=2)[CH2:30][C:29]2[C:24](=[CH:25][CH:26]=[C:27]([F:40])[CH:28]=2)[CH2:23]1)C(=O)OC(C)(C)C)(=[O:6])=[O:5])[CH3:3].[H-].[Na+].IC.[C:48](=O)(O)[O-].[Na+], predict the reaction product. The product is: [CH3:48][N:7]([S:4]([CH:2]([CH3:3])[CH3:1])(=[O:6])=[O:5])[C:8]1[CH:9]=[C:10]([CH:41]=[CH:42][CH:43]=1)[CH2:11][NH:12][CH2:20][CH2:21][N:22]1[CH:31]([CH2:32][C:33]2[CH:38]=[CH:37][C:36]([F:39])=[CH:35][CH:34]=2)[CH2:30][C:29]2[C:24](=[CH:25][CH:26]=[C:27]([F:40])[CH:28]=2)[CH2:23]1. (5) The product is: [F:12][CH:13]([F:25])[C@H:14]([C:16]1[CH:17]=[CH:18][C:19]([C:4]2[CH:5]=[C:6]([N+:8]([O-:10])=[O:9])[CH:7]=[C:2]([F:1])[CH:3]=2)=[CH:20][CH:21]=1)[OH:15]. Given the reactants [F:1][C:2]1[CH:7]=[C:6]([N+:8]([O-:10])=[O:9])[CH:5]=[C:4](I)[CH:3]=1.[F:12][CH:13]([F:25])[C@H:14]([C:16]1[CH:21]=[CH:20][C:19](B(O)O)=[CH:18][CH:17]=1)[OH:15].C(=O)([O-])[O-].[Na+].[Na+], predict the reaction product. (6) Given the reactants Br[C:2]1[CH:3]=[C:4]2[C:9](=[CH:10][CH:11]=1)[N:8]=[CH:7][NH:6][C:5]2=[O:12].Cl.[N:14]12[CH2:22][CH2:21][CH:18]([CH2:19][CH2:20]1)[NH:17][CH2:16][CH2:15]2.C(N(CC)CC)C.CC(C)([O-])C.[K+].C1(P(C2CCCCC2)C2C=CC=CC=2C2C(C(C)C)=CC(C(C)C)=CC=2C(C)C)CCCCC1, predict the reaction product. The product is: [N:14]12[CH2:22][CH2:21][CH:18]([CH2:19][CH2:20]1)[N:17]([C:2]1[CH:3]=[C:4]3[C:9](=[CH:10][CH:11]=1)[N:8]=[CH:7][NH:6][C:5]3=[O:12])[CH2:16][CH2:15]2. (7) Given the reactants Br[CH:2]1[CH2:7][CH2:6][C:5](=[O:8])[NH:4][C:3]1=[O:9].[NH2:10][CH2:11][C:12]1[CH:17]=[CH:16][CH:15]=[CH:14][C:13]=1[NH2:18].C(N(CC)CC)C, predict the reaction product. The product is: [NH2:18][C:13]1[CH:14]=[CH:15][CH:16]=[CH:17][C:12]=1[CH2:11][NH:10][CH:2]1[CH2:7][CH2:6][C:5](=[O:8])[NH:4][C:3]1=[O:9]. (8) Given the reactants [CH2:1]([O:3][C:4]([C:6]1[CH:10]=[N:9][N:8]([CH2:11][CH3:12])[C:7]=1[C:13]([OH:15])=O)=[O:5])[CH3:2].S(Cl)([Cl:18])=O, predict the reaction product. The product is: [Cl:18][C:13]([C:7]1[N:8]([CH2:11][CH3:12])[N:9]=[CH:10][C:6]=1[C:4]([O:3][CH2:1][CH3:2])=[O:5])=[O:15].